From a dataset of Full USPTO retrosynthesis dataset with 1.9M reactions from patents (1976-2016). Predict the reactants needed to synthesize the given product. (1) The reactants are: [CH3:1][N:2]1[CH2:7][CH2:6][NH:5][CH2:4][CH2:3]1.[C:8]([C:10]1[CH:11]=[C:12](I)[CH:13]=[C:14]2[C:19]=1[N:18]=[CH:17][N:16]([C:20]1[CH:21]=[C:22]([CH:27]=[CH:28][C:29]=1[CH3:30])[C:23]([O:25][CH3:26])=[O:24])[C:15]2=[O:31])#[N:9]. Given the product [C:8]([C:10]1[CH:11]=[C:12]([N:5]2[CH2:6][CH2:7][N:2]([CH3:1])[CH2:3][CH2:4]2)[CH:13]=[C:14]2[C:19]=1[N:18]=[CH:17][N:16]([C:20]1[CH:21]=[C:22]([CH:27]=[CH:28][C:29]=1[CH3:30])[C:23]([O:25][CH3:26])=[O:24])[C:15]2=[O:31])#[N:9], predict the reactants needed to synthesize it. (2) The reactants are: Br[C:2]1[CH:10]=[C:9]2[C:5]([C:6]([CH3:12])([CH3:11])[CH2:7][NH:8]2)=[CH:4][C:3]=1[CH3:13].C[C:15]([N:17](C)C)=O. Given the product [CH3:11][C:6]1([CH3:12])[C:5]2[C:9](=[CH:10][C:2]([C:15]#[N:17])=[C:3]([CH3:13])[CH:4]=2)[NH:8][CH2:7]1, predict the reactants needed to synthesize it. (3) Given the product [Br:33][C:31]1[CH:30]=[CH:29][C:28]([OH:34])=[C:27]([CH:32]=1)[C:26]([NH:25][C@@H:4]([CH2:5][C:6]1[CH:7]=[CH:8][C:9]([C:12]2[CH:17]=[CH:16][C:15]([O:18][C:19]3[CH:20]=[CH:21][CH:22]=[CH:23][CH:24]=3)=[CH:14][CH:13]=2)=[CH:10][CH:11]=1)[C:3]([OH:36])=[O:2])=[O:35], predict the reactants needed to synthesize it. The reactants are: C[O:2][C:3](=[O:36])[C@@H:4]([NH:25][C:26](=[O:35])[C:27]1[CH:32]=[C:31]([Br:33])[CH:30]=[CH:29][C:28]=1[OH:34])[CH2:5][C:6]1[CH:11]=[CH:10][C:9]([C:12]2[CH:17]=[CH:16][C:15]([O:18][C:19]3[CH:24]=[CH:23][CH:22]=[CH:21][CH:20]=3)=[CH:14][CH:13]=2)=[CH:8][CH:7]=1.[Li+].[OH-]. (4) Given the product [Cl:33][C:30]1[S:29][C:28]([C:26]2[O:25][N:24]=[C:23]([CH2:22][N:9]3[C:8]([C:6]([OH:7])=[O:5])=[CH:12][N:11]=[C:10]3[C:13]([N:15]3[CH2:21][CH2:20][CH2:19][O:18][CH2:17][CH2:16]3)=[O:14])[CH:27]=2)=[CH:32][CH:31]=1, predict the reactants needed to synthesize it. The reactants are: C([O:5][C:6]([C:8]1[N:9]([CH2:22][C:23]2[CH:27]=[C:26]([C:28]3[S:29][C:30]([Cl:33])=[CH:31][CH:32]=3)[O:25][N:24]=2)[C:10]([C:13]([N:15]2[CH2:21][CH2:20][CH2:19][O:18][CH2:17][CH2:16]2)=[O:14])=[N:11][CH:12]=1)=[O:7])(C)(C)C.C(O)(C(F)(F)F)=O.